Dataset: NCI-60 drug combinations with 297,098 pairs across 59 cell lines. Task: Regression. Given two drug SMILES strings and cell line genomic features, predict the synergy score measuring deviation from expected non-interaction effect. (1) Drug 1: C1=CC(=C2C(=C1NCCNCCO)C(=O)C3=C(C=CC(=C3C2=O)O)O)NCCNCCO. Drug 2: C1C(C(OC1N2C=C(C(=O)NC2=O)F)CO)O. Cell line: SK-MEL-28. Synergy scores: CSS=44.5, Synergy_ZIP=-6.23, Synergy_Bliss=-6.45, Synergy_Loewe=-13.9, Synergy_HSA=-1.03. (2) Drug 1: C1=CN(C(=O)N=C1N)C2C(C(C(O2)CO)O)O.Cl. Drug 2: CC=C1C(=O)NC(C(=O)OC2CC(=O)NC(C(=O)NC(CSSCCC=C2)C(=O)N1)C(C)C)C(C)C. Cell line: U251. Synergy scores: CSS=35.1, Synergy_ZIP=-3.11, Synergy_Bliss=-0.956, Synergy_Loewe=-16.4, Synergy_HSA=-0.517. (3) Drug 2: C1=NC2=C(N=C(N=C2N1C3C(C(C(O3)CO)O)F)Cl)N. Cell line: IGROV1. Drug 1: CN(C)C1=NC(=NC(=N1)N(C)C)N(C)C. Synergy scores: CSS=8.86, Synergy_ZIP=-6.72, Synergy_Bliss=1.94, Synergy_Loewe=-15.4, Synergy_HSA=2.02. (4) Drug 1: CC1=CC2C(CCC3(C2CCC3(C(=O)C)OC(=O)C)C)C4(C1=CC(=O)CC4)C. Drug 2: CC1=C2C(C(=O)C3(C(CC4C(C3C(C(C2(C)C)(CC1OC(=O)C(C(C5=CC=CC=C5)NC(=O)C6=CC=CC=C6)O)O)OC(=O)C7=CC=CC=C7)(CO4)OC(=O)C)O)C)OC(=O)C. Cell line: A498. Synergy scores: CSS=22.0, Synergy_ZIP=-6.69, Synergy_Bliss=1.23, Synergy_Loewe=2.36, Synergy_HSA=2.69. (5) Drug 1: CC1=CC2C(CCC3(C2CCC3(C(=O)C)OC(=O)C)C)C4(C1=CC(=O)CC4)C. Drug 2: C1C(C(OC1N2C=NC3=C(N=C(N=C32)Cl)N)CO)O. Cell line: A498. Synergy scores: CSS=6.72, Synergy_ZIP=-2.45, Synergy_Bliss=-0.786, Synergy_Loewe=0.246, Synergy_HSA=0.276. (6) Drug 1: COC1=C(C=C2C(=C1)N=CN=C2NC3=CC(=C(C=C3)F)Cl)OCCCN4CCOCC4. Drug 2: C(CN)CNCCSP(=O)(O)O. Cell line: 786-0. Synergy scores: CSS=8.22, Synergy_ZIP=-4.11, Synergy_Bliss=-2.33, Synergy_Loewe=-22.5, Synergy_HSA=-3.48. (7) Drug 1: COC1=C(C=C2C(=C1)N=CN=C2NC3=CC(=C(C=C3)F)Cl)OCCCN4CCOCC4. Drug 2: C1=CN(C=N1)CC(O)(P(=O)(O)O)P(=O)(O)O. Cell line: NCI/ADR-RES. Synergy scores: CSS=10.9, Synergy_ZIP=-5.86, Synergy_Bliss=-6.86, Synergy_Loewe=-7.59, Synergy_HSA=-5.38.